From a dataset of Full USPTO retrosynthesis dataset with 1.9M reactions from patents (1976-2016). Predict the reactants needed to synthesize the given product. (1) Given the product [C:1]([O:5][C:6]([N:8]1[CH2:12][CH:11]([F:27])[C@@H:10]([N:14]=[N+:15]=[N-:16])[CH2:9]1)=[O:7])([CH3:4])([CH3:3])[CH3:2], predict the reactants needed to synthesize it. The reactants are: [C:1]([O:5][C:6]([N:8]1[CH2:12][C@H:11](O)[C@@H:10]([N:14]=[N+:15]=[N-:16])[CH2:9]1)=[O:7])([CH3:4])([CH3:3])[CH3:2].COCCN(S(F)(F)[F:27])CCOC. (2) Given the product [C:56]([O:59][C:36](=[O:45])[NH:33][C:10]1[C:9]([O:8][CH2:1][C:2]2[CH:7]=[CH:6][CH:5]=[CH:4][CH:3]=2)=[CH:18][C:17]2[C:12](=[CH:13][C:14]([O:19][CH3:20])=[CH:15][CH:16]=2)[CH:11]=1)([CH3:58])([CH3:57])[CH3:55], predict the reactants needed to synthesize it. The reactants are: [CH2:1]([O:8][C:9]1[C:10](C(O)=O)=[CH:11][C:12]2[C:17]([CH:18]=1)=[CH:16][CH:15]=[C:14]([O:19][CH3:20])[CH:13]=2)[C:2]1[CH:7]=[CH:6][CH:5]=[CH:4][CH:3]=1.C1(C)C=CC=CC=1.C([N:33]([CH2:36]C)CC)C.C1C=CC(P(N=[N+]=[N-])(C2C=CC=CC=2)=[O:45])=CC=1.[CH3:55][C:56]([OH:59])([CH3:58])[CH3:57]. (3) Given the product [ClH:31].[S:1]1[C:5]([C:6]2[CH:11]=[CH:10][C:9]([C:12]3[N:16]([C:17]4[CH:18]=[CH:19][C:20]([S:23]([NH2:26])(=[O:24])=[O:25])=[N:21][CH:22]=4)[N:15]=[C:14]([C:27]([F:28])([F:29])[F:30])[CH:13]=3)=[CH:8][CH:7]=2)=[CH:4][N:3]=[CH:2]1, predict the reactants needed to synthesize it. The reactants are: [S:1]1[C:5]([C:6]2[CH:11]=[CH:10][C:9]([C:12]3[N:16]([C:17]4[CH:18]=[CH:19][C:20]([S:23]([NH2:26])(=[O:25])=[O:24])=[N:21][CH:22]=4)[N:15]=[C:14]([C:27]([F:30])([F:29])[F:28])[CH:13]=3)=[CH:8][CH:7]=2)=[CH:4][N:3]=[CH:2]1.[Cl:31]C1C(C(F)(F)F)=NN(C2C=CC(S(N)(=O)=O)=NC=2)C=1C1C=CC(C2N=CSC=2)=CC=1.